Dataset: Full USPTO retrosynthesis dataset with 1.9M reactions from patents (1976-2016). Task: Predict the reactants needed to synthesize the given product. (1) Given the product [F:1][C:2]1[CH:8]=[C:7]2[C:5](=[CH:4][C:3]=1[O:9][CH3:10])[N:6]=[C:13]([CH3:14])[CH:12]=[CH:11]2, predict the reactants needed to synthesize it. The reactants are: [F:1][C:2]1[CH:8]=[CH:7][C:5]([NH2:6])=[CH:4][C:3]=1[O:9][CH3:10].[CH:11](=O)/[CH:12]=[CH:13]/[CH3:14].[NH4+].[OH-]. (2) The reactants are: [F:1][C:2]([F:18])([C:8]1[CH:13]=[CH:12][CH:11]=[CH:10][C:9]=1[O:14][CH2:15][CH2:16][OH:17])[C:3]([O:5]CC)=[O:4].O.[OH-].[Li+]. Given the product [F:1][C:2]([F:18])([C:8]1[CH:13]=[CH:12][CH:11]=[CH:10][C:9]=1[O:14][CH2:15][CH2:16][OH:17])[C:3]([OH:5])=[O:4], predict the reactants needed to synthesize it. (3) Given the product [ClH:1].[NH2:45][CH2:44][C@H:41]1[CH2:40][CH2:39][C@H:38]([C:36]([NH:35][C@H:20]([C:21](=[O:34])[NH:22][C:23]2[CH:28]=[CH:27][C:26]([C:29]3[N:30]=[N:31][NH:32][N:33]=3)=[CH:25][CH:24]=2)[CH2:19][C:16]2[CH:15]=[CH:14][C:13]([C:8]3[C:7]([C:5]([N:4]([CH2:53][CH3:54])[CH2:2][CH3:3])=[O:6])=[CH:12][CH:11]=[CH:10][CH:9]=3)=[CH:18][CH:17]=2)=[O:37])[CH2:43][CH2:42]1, predict the reactants needed to synthesize it. The reactants are: [ClH:1].[CH2:2]([N:4]([CH2:53][CH3:54])[C:5]([C:7]1[CH:12]=[CH:11][CH:10]=[CH:9][C:8]=1[C:13]1[CH:18]=[CH:17][C:16]([CH2:19][C@H:20]([NH:35][C:36]([C@H:38]2[CH2:43][CH2:42][C@H:41]([CH2:44][NH:45]C(=O)OC(C)(C)C)[CH2:40][CH2:39]2)=[O:37])[C:21](=[O:34])[NH:22][C:23]2[CH:28]=[CH:27][C:26]([C:29]3[N:30]=[N:31][NH:32][N:33]=3)=[CH:25][CH:24]=2)=[CH:15][CH:14]=1)=[O:6])[CH3:3]. (4) Given the product [S:2]1[C:6]([C:7]2[CH:8]=[C:9]([C:24]3[CH:29]=[N:28][C:27]([NH2:30])=[N:26][CH:25]=3)[CH:10]=[C:11]3[C:15]=2[NH:14][N:13]=[CH:12]3)=[CH:5][C:4]2[CH:31]=[CH:32][CH:33]=[CH:34][C:3]1=2, predict the reactants needed to synthesize it. The reactants are: Cl.[S:2]1[C:6]([C:7]2[C:15]3[C:11](=[CH:12][N:13](COCC[Si](C)(C)C)[N:14]=3)[CH:10]=[C:9]([C:24]3[CH:25]=[N:26][C:27]([NH2:30])=[N:28][CH:29]=3)[CH:8]=2)=[CH:5][C:4]2[CH:31]=[CH:32][CH:33]=[CH:34][C:3]1=2. (5) Given the product [Cl:17][C:18]1[CH:19]=[CH:20][C:21]([O:50][CH3:51])=[C:22]([C:24]2[C:33]3[C:28](=[CH:29][C:30]([S:34]([N:7]([C:5]4[S:6][C:2]([F:1])=[CH:3][N:4]=4)[CH2:8][C:9]4[CH:14]=[CH:13][C:12]([O:15][CH3:16])=[CH:11][CH:10]=4)(=[O:36])=[O:35])=[CH:31][CH:32]=3)[C:27](=[O:49])[NH:26][N:25]=2)[CH:23]=1, predict the reactants needed to synthesize it. The reactants are: [F:1][C:2]1[S:6][C:5]([NH:7][CH2:8][C:9]2[CH:14]=[CH:13][C:12]([O:15][CH3:16])=[CH:11][CH:10]=2)=[N:4][CH:3]=1.[Cl:17][C:18]1[CH:19]=[CH:20][C:21]([O:50][CH3:51])=[C:22]([C:24]2[C:33]3[C:28](=[CH:29][C:30]([S:34](OC4C(F)=C(F)C(F)=C(F)C=4F)(=[O:36])=[O:35])=[CH:31][CH:32]=3)[C:27](=[O:49])[NH:26][N:25]=2)[CH:23]=1.C[Si]([N-][Si](C)(C)C)(C)C.[Li+]. (6) Given the product [CH2:2]1[CH2:6][O:5][C:4]2[CH:7]=[CH:8][C:9]3[CH2:10][CH2:11][C@@H:12]([CH2:14][CH2:15][NH:16][C:20](=[O:23])[CH2:21][CH3:22])[C:13]=3[C:3]1=2, predict the reactants needed to synthesize it. The reactants are: Cl.[CH2:2]1[CH2:6][O:5][C:4]2[CH:7]=[CH:8][C:9]3[CH2:10][CH2:11][C@@H:12]([CH2:14][CH2:15][NH2:16])[C:13]=3[C:3]1=2.O.[OH-].[Na+].[C:20](Cl)(=[O:23])[CH2:21][CH3:22].